Dataset: Full USPTO retrosynthesis dataset with 1.9M reactions from patents (1976-2016). Task: Predict the reactants needed to synthesize the given product. (1) The reactants are: Cl[C:2]1[C:7]([F:8])=[CH:6][C:5]([C:9]2[CH:14]=[C:13]([O:15][CH3:16])[CH:12]=[CH:11][C:10]=2[F:17])=[C:4]([CH3:18])[N:3]=1.[CH2:19](O)[CH2:20]C. Given the product [F:8][C:7]1[C:2]([CH:19]=[CH2:20])=[N:3][C:4]([CH3:18])=[C:5]([C:9]2[CH:14]=[C:13]([O:15][CH3:16])[CH:12]=[CH:11][C:10]=2[F:17])[CH:6]=1, predict the reactants needed to synthesize it. (2) Given the product [OH:7][C:8]1[CH:13]=[CH:12][C:11]([C:14](=[O:23])[CH2:15][CH2:16][CH2:17][N:18]2[CH:22]=[CH:21][N:20]=[N:19]2)=[CH:10][CH:9]=1, predict the reactants needed to synthesize it. The reactants are: CS(O)(=O)=O.C[O:7][C:8]1[CH:13]=[CH:12][C:11]([C:14](=[O:23])[CH2:15][CH2:16][CH2:17][N:18]2[CH:22]=[CH:21][N:20]=[N:19]2)=[CH:10][CH:9]=1.Br.[OH-].[Na+]. (3) Given the product [Cl:1][C:2]1[CH:7]=[CH:6][C:5]([C@@:8]2([OH:41])[CH2:13][CH2:12][N:11]([C:14](=[O:38])[C@H:15]([NH:19][C:20]([C@@H:22]3[CH2:26][CH2:25][C:24]([NH:30][C:31](=[O:37])[O:32][C:33]([CH3:35])([CH3:34])[CH3:36])([CH2:27][CH2:28][OH:29])[CH2:23]3)=[O:21])[CH:16]([CH3:17])[CH3:18])[CH2:10][C:9]2([CH3:39])[CH3:40])=[CH:4][CH:3]=1, predict the reactants needed to synthesize it. The reactants are: [Cl:1][C:2]1[CH:7]=[CH:6][C:5]([C@@:8]2([OH:41])[CH2:13][CH2:12][N:11]([C:14](=[O:38])[C@H:15]([NH:19][C:20]([C@@H:22]3[CH2:26][CH2:25][C:24]([NH:30][C:31](=[O:37])[O:32][C:33]([CH3:36])([CH3:35])[CH3:34])([CH2:27][CH:28]=[O:29])[CH2:23]3)=[O:21])[CH:16]([CH3:18])[CH3:17])[CH2:10][C:9]2([CH3:40])[CH3:39])=[CH:4][CH:3]=1.[BH4-].[Na+]. (4) Given the product [CH3:1][O:2][C:3]1[CH:4]=[CH:5][C:6]([C:9]2([C:12]([O:14][CH3:15])=[O:13])[CH2:10][CH2:11]2)=[CH:7][CH:8]=1, predict the reactants needed to synthesize it. The reactants are: [CH3:1][O:2][C:3]1[CH:8]=[CH:7][C:6]([C:9]2([C:12]([OH:14])=[O:13])[CH2:11][CH2:10]2)=[CH:5][CH:4]=1.[C:15](Cl)(=O)C(Cl)=O.CN(C)C=O. (5) Given the product [CH3:22][O:21][C:18]1[CH:19]=[CH:20][C:15]([C:14]([C:9]2[S:10][CH:11]=[CH:12][C:8]=2[O:7][CH3:6])=[O:23])=[CH:16][CH:17]=1, predict the reactants needed to synthesize it. The reactants are: [Sn](Cl)(Cl)(Cl)Cl.[CH3:6][O:7][C:8]1[CH:12]=[CH:11][S:10][CH:9]=1.O.[C:14](Cl)(=[O:23])[C:15]1[CH:20]=[CH:19][C:18]([O:21][CH3:22])=[CH:17][CH:16]=1. (6) Given the product [CH3:1][C:2]1[CH:3]=[C:4]([NH:8][C:9]2[S:10][CH:11]=[C:12]([C:14]3[CH:19]=[CH:18][N:17]=[C:16]([CH2:20][CH2:21][CH2:22][OH:23])[CH:15]=3)[N:13]=2)[CH:5]=[CH:6][CH:7]=1, predict the reactants needed to synthesize it. The reactants are: [CH3:1][C:2]1[CH:3]=[C:4]([NH:8][C:9]2[S:10][CH:11]=[C:12]([C:14]3[CH:19]=[CH:18][N:17]=[C:16]([C:20]#[C:21][CH2:22][OH:23])[CH:15]=3)[N:13]=2)[CH:5]=[CH:6][CH:7]=1.